Dataset: Forward reaction prediction with 1.9M reactions from USPTO patents (1976-2016). Task: Predict the product of the given reaction. (1) Given the reactants [CH:1]1([N:7]2[CH2:13][C:12]([F:15])([F:14])[C:11](=[O:16])[N:10]([CH3:17])[C:9]3[CH:18]=[N:19][C:20]([NH:22][C:23]4[CH:31]=[CH:30][C:26]([C:27]([OH:29])=O)=[CH:25][C:24]=4[O:32][CH3:33])=[N:21][C:8]2=3)[CH2:6][CH2:5][CH2:4][CH2:3][CH2:2]1.CN(C(ON1N=NC2C=CC=NC1=2)=[N+](C)C)C.F[P-](F)(F)(F)(F)F.[N:58]1([CH2:63][CH2:64][NH2:65])[CH2:62][CH2:61][CH2:60][CH2:59]1, predict the reaction product. The product is: [CH:1]1([N:7]2[CH2:13][C:12]([F:14])([F:15])[C:11](=[O:16])[N:10]([CH3:17])[C:9]3[CH:18]=[N:19][C:20]([NH:22][C:23]4[CH:31]=[CH:30][C:26]([C:27]([NH:65][CH2:64][CH2:63][N:58]5[CH2:62][CH2:61][CH2:60][CH2:59]5)=[O:29])=[CH:25][C:24]=4[O:32][CH3:33])=[N:21][C:8]2=3)[CH2:6][CH2:5][CH2:4][CH2:3][CH2:2]1. (2) Given the reactants [Cl:1][C:2]1[CH:9]=[CH:8][CH:7]=[CH:6][C:3]=1[CH:4]=[O:5].[CH3:10][O:11][C:12]1[CH:13]=[C:14]([CH:16]=[CH:17][C:18]=1[O:19][CH3:20])[NH2:15], predict the reaction product. The product is: [NH2:15][C:14]1[CH:13]=[C:12]([O:11][CH3:10])[C:18]([O:19][CH3:20])=[CH:17][C:16]=1[C:4]([C:3]1[CH:6]=[CH:7][CH:8]=[CH:9][C:2]=1[Cl:1])=[O:5]. (3) Given the reactants [CH:1]1([CH2:4][N:5]([C:10]2[CH:11]=[CH:12][C:13]([O:20][CH2:21][CH2:22][N:23]3[CH2:28][CH2:27][O:26][CH2:25][CH2:24]3)=[C:14]([CH:19]=2)[C:15]([O:17]C)=[O:16])[S:6]([CH3:9])(=[O:8])=[O:7])[CH2:3][CH2:2]1.[ClH:29], predict the reaction product. The product is: [ClH:29].[CH:1]1([CH2:4][N:5]([C:10]2[CH:11]=[CH:12][C:13]([O:20][CH2:21][CH2:22][N:23]3[CH2:24][CH2:25][O:26][CH2:27][CH2:28]3)=[C:14]([CH:19]=2)[C:15]([OH:17])=[O:16])[S:6]([CH3:9])(=[O:8])=[O:7])[CH2:3][CH2:2]1. (4) Given the reactants [CH2:1]([O:3][C:4]([N:6]1[CH2:11][CH2:10][N:9](C(OC(C)(C)C)=O)[CH2:8][C@@H:7]1[CH3:19])=[O:5])[CH3:2].C(O)(C(F)(F)F)=O, predict the reaction product. The product is: [CH2:1]([O:3][C:4]([N:6]1[CH2:11][CH2:10][NH:9][CH2:8][C@@H:7]1[CH3:19])=[O:5])[CH3:2]. (5) Given the reactants [C:1]([O:5][C:6]([N:8]1[CH2:14][C:11]2([CH2:13][CH2:12]2)[CH2:10][C@H:9]1[C:15]([OH:17])=O)=[O:7])([CH3:4])([CH3:3])[CH3:2].Cl.[F:19][C:20]([F:36])([F:35])[C:21]1[N:26]=[CH:25][C:24]([C:27]2[N:32]=[CH:31][N:30]=[C:29]([CH2:33][NH2:34])[CH:28]=2)=[CH:23][CH:22]=1.C(P1(=O)OP(=O)(CCC)OP(=O)(CCC)O1)CC.C(N(CC)C(C)C)(C)C, predict the reaction product. The product is: [F:36][C:20]([F:19])([F:35])[C:21]1[N:26]=[CH:25][C:24]([C:27]2[N:32]=[CH:31][N:30]=[C:29]([CH2:33][NH:34][C:15]([C@@H:9]3[CH2:10][C:11]4([CH2:12][CH2:13]4)[CH2:14][N:8]3[C:6]([O:5][C:1]([CH3:2])([CH3:3])[CH3:4])=[O:7])=[O:17])[CH:28]=2)=[CH:23][CH:22]=1. (6) Given the reactants [CH3:1][S:2]([OH:5])(=[O:4])=[O:3].[S:6]1[C:10]2[CH:11]=[CH:12][CH:13]=[CH:14][C:9]=2[C:8]([N:15]2[CH2:20][CH2:19][N:18]([CH2:21][CH2:22][C:23]3[CH:24]=[C:25]4[C:30](=[C:31]([CH3:34])[C:32]=3[F:33])[NH:29][C:28](=[O:35])[CH2:27][C:26]4([CH3:37])[CH3:36])[CH2:17][CH2:16]2)=[N:7]1, predict the reaction product. The product is: [CH3:1][S:2]([OH:5])(=[O:4])=[O:3].[S:6]1[C:10]2[CH:11]=[CH:12][CH:13]=[CH:14][C:9]=2[C:8]([N:15]2[CH2:16][CH2:17][N:18]([CH2:21][CH2:22][C:23]3[CH:24]=[C:25]4[C:30](=[C:31]([CH3:34])[C:32]=3[F:33])[NH:29][C:28](=[O:35])[CH2:27][C:26]4([CH3:37])[CH3:36])[CH2:19][CH2:20]2)=[N:7]1. (7) Given the reactants [Cl:1][C:2]1[CH:7]=[CH:6][C:5]([C:8]2[NH:9][C:10]3[C:15]([C:16]=2[CH2:17][C:18](O)=[O:19])=[CH:14][CH:13]=[CH:12][CH:11]=3)=[CH:4][C:3]=1[S:21](=[O:30])(=[O:29])[NH:22][CH:23]1[CH2:28][CH2:27][CH2:26][CH2:25][CH2:24]1.CN(C(ON1N=NC2C=CC=CC1=2)=[N+](C)C)C.F[P-](F)(F)(F)(F)F.CCN(C(C)C)C(C)C.[CH3:64][O:65][C:66](=[O:72])[C@@H:67]([NH2:71])[CH:68]([CH3:70])[CH3:69], predict the reaction product. The product is: [CH3:64][O:65][C:66](=[O:72])[C@@H:67]([NH:71][C:18](=[O:19])[CH2:17][C:16]1[C:15]2[C:10](=[CH:11][CH:12]=[CH:13][CH:14]=2)[NH:9][C:8]=1[C:5]1[CH:6]=[CH:7][C:2]([Cl:1])=[C:3]([S:21](=[O:29])(=[O:30])[NH:22][CH:23]2[CH2:28][CH2:27][CH2:26][CH2:25][CH2:24]2)[CH:4]=1)[CH:68]([CH3:70])[CH3:69]. (8) The product is: [CH2:32]([O:39][C:40](=[O:48])[CH2:41][C@@H:42]([NH:47][C:14](=[O:16])[CH2:13][CH2:12][CH2:11][CH2:10][CH2:9][CH2:8][CH2:7][O:6][CH2:5][C:4]1[CH:17]=[CH:18][C:19]([F:20])=[C:2]([F:1])[CH:3]=1)[CH2:43][N:44]([CH3:45])[CH3:46])[C:33]1[CH:38]=[CH:37][CH:36]=[CH:35][CH:34]=1. Given the reactants [F:1][C:2]1[CH:3]=[C:4]([CH:17]=[CH:18][C:19]=1[F:20])[CH2:5][O:6][CH2:7][CH2:8][CH2:9][CH2:10][CH2:11][CH2:12][CH2:13][C:14]([OH:16])=O.C(N(CC)C(C)C)(C)C.Cl.Cl.[CH2:32]([O:39][C:40](=[O:48])[CH2:41][C@@H:42]([NH2:47])[CH2:43][N:44]([CH3:46])[CH3:45])[C:33]1[CH:38]=[CH:37][CH:36]=[CH:35][CH:34]=1, predict the reaction product. (9) Given the reactants [Cl:1][C:2]1[CH:3]=[CH:4][C:5]2[N:6]([C:8]([C:11]([C:14]3[C:15]([F:25])=[C:16]4[C:21](=[CH:22][C:23]=3[F:24])[N:20]=[CH:19][CH:18]=[CH:17]4)(O)[CH3:12])=[CH:9][N:10]=2)[N:7]=1.II.O[PH2]=O.[OH-].[Na+], predict the reaction product. The product is: [Cl:1][C:2]1[CH:3]=[CH:4][C:5]2[N:6]([C:8]([CH:11]([C:14]3[C:15]([F:25])=[C:16]4[C:21](=[CH:22][C:23]=3[F:24])[N:20]=[CH:19][CH:18]=[CH:17]4)[CH3:12])=[CH:9][N:10]=2)[N:7]=1.